Dataset: Reaction yield outcomes from USPTO patents with 853,638 reactions. Task: Predict the reaction yield, written as a fraction of the theoretical maximum amount of product (1.0 means a 100% yield; for example, 0.34 means a 34% yield). The reactants are [CH3:1][C:2]1([CH3:23])[CH2:6][O:5][C:4]2=[CH:7][C:8]3[O:9][CH2:10][C:11]4([C:21]=3[CH:22]=[C:3]12)[C:19]1[C:14](=[CH:15][CH:16]=[CH:17][CH:18]=1)[NH:13][C:12]4=[O:20].N1C2C(=CC=CC=2)C2(C3=CC4OCOC=4C=C3OC2)C1=O.S(O[CH2:56][CH:57]1[CH2:62][CH2:61][N:60]([C:63]([O:65][C:66]([CH3:69])([CH3:68])[CH3:67])=[O:64])[CH2:59][CH2:58]1)(C1C=CC(C)=CC=1)(=O)=O.FC1C=CC(CBr)=CC=1. No catalyst specified. The product is [CH3:1][C:2]1([CH3:23])[CH2:6][O:5][C:4]2=[CH:7][C:8]3[O:9][CH2:10][C:11]4([C:21]=3[CH:22]=[C:3]12)[C:19]1[C:14](=[CH:15][CH:16]=[CH:17][CH:18]=1)[N:13]([CH2:56][CH:57]1[CH2:62][CH2:61][N:60]([C:63]([O:65][C:66]([CH3:67])([CH3:69])[CH3:68])=[O:64])[CH2:59][CH2:58]1)[C:12]4=[O:20]. The yield is 0.700.